From a dataset of Forward reaction prediction with 1.9M reactions from USPTO patents (1976-2016). Predict the product of the given reaction. (1) Given the reactants [Br:1][CH:2]([C:6]1[CH:11]=[CH:10][CH:9]=[CH:8][CH:7]=1)[C:3]([OH:5])=[O:4].[CH3:12][C:13](OC(OC(O[C:13]([CH3:15])([CH3:14])[CH3:12])=O)=O)([CH3:15])[CH3:14], predict the reaction product. The product is: [C:13]([O:4][C:3](=[O:5])[CH:2]([Br:1])[C:6]1[CH:11]=[CH:10][CH:9]=[CH:8][CH:7]=1)([CH3:15])([CH3:14])[CH3:12]. (2) Given the reactants [C:1]([O:13]C)(=[O:12])[C:2]1[CH:11]=[CH:10][CH:9]=[C:4]([C:5]([O:7][CH3:8])=[O:6])[CH:3]=1.[OH-].[Na+], predict the reaction product. The product is: [CH3:8][O:7][C:5](=[O:6])[C:4]1[CH:9]=[CH:10][CH:11]=[C:2]([C:1]([OH:13])=[O:12])[CH:3]=1. (3) Given the reactants [C:1]([C:3]1[CH:11]=[CH:10][C:6]([C:7]([OH:9])=O)=[C:5]([F:12])[C:4]=1[F:13])#[N:2].C(Cl)(=O)C(Cl)=O.[CH3:20][C:21]1[CH:27]=[C:26]([C:28]([F:37])([C:33]([F:36])([F:35])[F:34])[C:29]([F:32])([F:31])[F:30])[CH:25]=[C:24]([CH3:38])[C:22]=1[NH2:23].N1C=CC=CC=1.C(=O)([O-])O.[Na+], predict the reaction product. The product is: [C:1]([C:3]1[CH:11]=[CH:10][C:6]([C:7]([NH:23][C:22]2[C:24]([CH3:38])=[CH:25][C:26]([C:28]([F:37])([C:29]([F:30])([F:31])[F:32])[C:33]([F:34])([F:35])[F:36])=[CH:27][C:21]=2[CH3:20])=[O:9])=[C:5]([F:12])[C:4]=1[F:13])#[N:2]. (4) Given the reactants [CH2:1]([C:3]1[CH:8]=[C:7]([O:9][CH2:10][C:11]2[CH:16]=[CH:15][C:14]([O:17][CH3:18])=[CH:13][CH:12]=2)[CH:6]=[CH:5][C:4]=1[N+:19]([O-])=O)[CH3:2].[NH4+].[Cl-].C(O)C.O, predict the reaction product. The product is: [CH2:1]([C:3]1[CH:8]=[C:7]([O:9][CH2:10][C:11]2[CH:16]=[CH:15][C:14]([O:17][CH3:18])=[CH:13][CH:12]=2)[CH:6]=[CH:5][C:4]=1[NH2:19])[CH3:2]. (5) The product is: [CH3:9][N:10]1[C:18]2[C:13](=[CH:14][CH:15]=[CH:16][CH:17]=2)[C:12]([C@@H:19]2[CH2:4][C@H:20]2[C:21]([O:23][CH2:24][CH3:25])=[O:22])=[CH:11]1. Given the reactants [H-].[Na+].[I-].[CH3:4][S+](C)(C)=O.[CH3:9][N:10]1[C:18]2[C:13](=[CH:14][CH:15]=[CH:16][CH:17]=2)[C:12](/[CH:19]=[CH:20]/[C:21]([O:23][CH2:24][CH3:25])=[O:22])=[CH:11]1.O, predict the reaction product. (6) Given the reactants [CH3:1][CH:2]([CH3:39])[CH2:3][C@H:4]([NH:26][C:27]([C:29]1[CH:30]=[C:31]2[C:36](=[CH:37][CH:38]=1)[N:35]=[CH:34][CH:33]=[CH:32]2)=[O:28])[C:5](=[O:25])[NH:6][C@H:7]1[CH2:13][CH2:12][C@@H:11]([CH3:14])[N:10]([S:15]([C:18]2[CH:23]=[CH:22][CH:21]=[CH:20][N:19]=2)(=[O:17])=[O:16])[CH2:9][CH:8]1[OH:24].C(N(CC)CC)C, predict the reaction product. The product is: [CH3:1][CH:2]([CH3:39])[CH2:3][C@H:4]([NH:26][C:27]([C:29]1[CH:30]=[C:31]2[C:36](=[CH:37][CH:38]=1)[N:35]=[CH:34][CH:33]=[CH:32]2)=[O:28])[C:5](=[O:25])[NH:6][C@H:7]1[CH2:13][CH2:12][C@@H:11]([CH3:14])[N:10]([S:15]([C:18]2[CH:23]=[CH:22][CH:21]=[CH:20][N:19]=2)(=[O:17])=[O:16])[CH2:9][C:8]1=[O:24].